From a dataset of Catalyst prediction with 721,799 reactions and 888 catalyst types from USPTO. Predict which catalyst facilitates the given reaction. (1) Reactant: [Cl:1][C:2]1[CH:7]=[CH:6][C:5]([CH:8]([C:26]2[CH:31]=[CH:30][C:29]([Cl:32])=[CH:28][CH:27]=2)[C:9]2[CH:10]=[C:11]3[C:16](=[CH:17][CH:18]=2)[N:15]=[CH:14][N:13]=[C:12]3[NH:19][CH:20]2[CH2:25][CH2:24][NH:23][CH2:22][CH2:21]2)=[CH:4][CH:3]=1.ClCCl.Cl[S:37]([C:40]1[CH:49]=[CH:48][C:43]([C:44]([O:46][CH3:47])=[O:45])=[C:42]([O:50][CH3:51])[CH:41]=1)(=[O:39])=[O:38]. Product: [Cl:1][C:2]1[CH:7]=[CH:6][C:5]([CH:8]([C:26]2[CH:27]=[CH:28][C:29]([Cl:32])=[CH:30][CH:31]=2)[C:9]2[CH:10]=[C:11]3[C:16](=[CH:17][CH:18]=2)[N:15]=[CH:14][N:13]=[C:12]3[NH:19][CH:20]2[CH2:21][CH2:22][N:23]([S:37]([C:40]3[CH:49]=[CH:48][C:43]([C:44]([O:46][CH3:47])=[O:45])=[C:42]([O:50][CH3:51])[CH:41]=3)(=[O:39])=[O:38])[CH2:24][CH2:25]2)=[CH:4][CH:3]=1. The catalyst class is: 66. (2) The catalyst class is: 3. Product: [O:1]([C:8]1[N:13]=[CH:12][C:11]([NH:14][C:24]([C:17]2[C:18]3[C:23](=[CH:22][CH:21]=[CH:20][CH:19]=3)[NH:15][CH:16]=2)=[O:25])=[CH:10][CH:9]=1)[C:2]1[CH:3]=[CH:4][CH:5]=[CH:6][CH:7]=1. Reactant: [O:1]([C:8]1[N:13]=[CH:12][C:11]([NH2:14])=[CH:10][CH:9]=1)[C:2]1[CH:7]=[CH:6][CH:5]=[CH:4][CH:3]=1.[NH:15]1[C:23]2[C:18](=[CH:19][CH:20]=[CH:21][CH:22]=2)[C:17]([C:24](O)=[O:25])=[CH:16]1.C1CCC(N=C=NC2CCCCC2)CC1. (3) Reactant: FC(F)(F)S(O[C:7]1[C:8]2[N:9]([C:13]([C:16]#[C:17][Si:18]([CH3:21])([CH3:20])[CH3:19])=[CH:14][N:15]=2)[CH:10]=[CH:11][CH:12]=1)(=O)=O.[CH3:24][S:25]([C:28]1[CH:34]=[CH:33][C:31]([NH2:32])=[CH:30][CH:29]=1)(=[O:27])=[O:26].C1(P(C2CCCCC2)C2C=CC=CC=2C2C(C(C)C)=CC(C(C)C)=CC=2C(C)C)CCCCC1.P([O-])([O-])([O-])=O.[K+].[K+].[K+]. Product: [CH3:24][S:25]([C:28]1[CH:34]=[CH:33][C:31]([NH:32][C:7]2[C:8]3[N:9]([C:13]([C:16]#[C:17][Si:18]([CH3:19])([CH3:20])[CH3:21])=[CH:14][N:15]=3)[CH:10]=[CH:11][CH:12]=2)=[CH:30][CH:29]=1)(=[O:26])=[O:27]. The catalyst class is: 57. (4) Reactant: Cl[C:2]1[N:7]=[C:6]([NH:8][C:9]2[CH:10]=[C:11]3[C:15](=[CH:16][CH:17]=2)[NH:14][CH:13]=[CH:12]3)[CH:5]=[N:4][CH:3]=1.[N:18]1[CH:23]=[CH:22][C:21](B(O)O)=[CH:20][CH:19]=1.C(=O)([O-])[O-].[Na+].[Na+]. Product: [N:18]1[CH:23]=[CH:22][C:21]([C:2]2[N:7]=[C:6]([NH:8][C:9]3[CH:10]=[C:11]4[C:15](=[CH:16][CH:17]=3)[NH:14][CH:13]=[CH:12]4)[CH:5]=[N:4][CH:3]=2)=[CH:20][CH:19]=1. The catalyst class is: 108.